From a dataset of Full USPTO retrosynthesis dataset with 1.9M reactions from patents (1976-2016). Predict the reactants needed to synthesize the given product. Given the product [CH2:36]([O:35][CH2:34][C:29]1[N:30]([CH2:31][CH2:32][CH3:33])[C:26]2[C:25]3[CH:24]=[C:23]([O:38][CH2:8][C:9]([N:11]4[CH2:16][CH2:15][O:14][CH2:13][CH2:12]4)=[O:10])[CH:22]=[CH:21][C:20]=3[N:19]=[C:18]([NH2:17])[C:27]=2[N:28]=1)[CH3:37], predict the reactants needed to synthesize it. The reactants are: C(=O)([O-])[O-].[Cs+].[Cs+].Br[CH2:8][C:9]([N:11]1[CH2:16][CH2:15][O:14][CH2:13][CH2:12]1)=[O:10].[NH2:17][C:18]1[C:27]2[N:28]=[C:29]([CH2:34][O:35][CH2:36][CH3:37])[N:30]([CH2:31][CH2:32][CH3:33])[C:26]=2[C:25]2[CH:24]=[C:23]([OH:38])[CH:22]=[CH:21][C:20]=2[N:19]=1.CN(C=O)C.